This data is from Full USPTO retrosynthesis dataset with 1.9M reactions from patents (1976-2016). The task is: Predict the reactants needed to synthesize the given product. Given the product [CH2:10]([O:9][C:7](=[O:8])[NH:4][C:3]1[NH:5][C:15]2[C:16]([C:28](=[O:31])[CH2:29][CH3:30])=[CH:17][C:18]([C:22]3[CH:23]=[N:24][CH:25]=[CH:26][CH:27]=3)=[CH:19][C:20]=2[N:21]=1)[CH3:11], predict the reactants needed to synthesize it. The reactants are: CS[C:3](=[NH:5])[NH2:4].Cl[C:7]([O:9][CH2:10][CH3:11])=[O:8].[OH-].[Na+].N[C:15]1[C:20]([NH2:21])=[CH:19][C:18]([C:22]2[CH:23]=[N:24][CH:25]=[CH:26][CH:27]=2)=[CH:17][C:16]=1[C:28](=[O:31])[CH2:29][CH3:30].